Dataset: Forward reaction prediction with 1.9M reactions from USPTO patents (1976-2016). Task: Predict the product of the given reaction. Given the reactants [CH2:1]([O:3][C:4]([C:6]1([NH:11][C:12]([CH:14]2[CH2:18][CH:17]([O:19][C:20]3[CH:25]=[C:24]([C:26]4[CH:31]=[CH:30][CH:29]=[CH:28][CH:27]=4)[N:23]=[C:22]([C:32]4[CH:37]=[CH:36][CH:35]=[CH:34][CH:33]=4)[N:21]=3)[CH2:16][CH:15]2[C:38](=[O:47])[N:39]([CH2:41][CH2:42][CH2:43][CH2:44]C=C)[CH3:40])=[O:13])[CH2:8][CH:7]1[CH:9]=[CH2:10])=[O:5])[CH3:2], predict the reaction product. The product is: [CH2:1]([O:3][C:4]([C:6]12[CH2:8][CH:7]1[CH:9]=[CH:10][CH2:44][CH2:43][CH2:42][CH2:41][N:39]([CH3:40])[C:38](=[O:47])[CH:15]1[CH:14]([CH2:18][CH:17]([O:19][C:20]3[CH:25]=[C:24]([C:26]4[CH:31]=[CH:30][CH:29]=[CH:28][CH:27]=4)[N:23]=[C:22]([C:32]4[CH:33]=[CH:34][CH:35]=[CH:36][CH:37]=4)[N:21]=3)[CH2:16]1)[C:12](=[O:13])[NH:11]2)=[O:5])[CH3:2].